This data is from Forward reaction prediction with 1.9M reactions from USPTO patents (1976-2016). The task is: Predict the product of the given reaction. (1) Given the reactants [CH:1]1([N:7]2[CH2:15][C:14]3[C:9](=[CH:10][C:11]([N:16]4[CH2:21][CH2:20][NH:19][CH2:18][CH2:17]4)=[CH:12][CH:13]=3)[C:8]2=[O:22])[CH2:6][CH2:5][CH2:4][CH2:3][CH2:2]1.[CH2:23]([O:25][C:26](Cl)=[O:27])[CH3:24], predict the reaction product. The product is: [CH:1]1([N:7]2[CH2:15][C:14]3[C:9](=[CH:10][C:11]([N:16]4[CH2:17][CH2:18][N:19]([C:26]([O:25][CH2:23][CH3:24])=[O:27])[CH2:20][CH2:21]4)=[CH:12][CH:13]=3)[C:8]2=[O:22])[CH2:2][CH2:3][CH2:4][CH2:5][CH2:6]1. (2) Given the reactants [CH:1]1([CH2:4][NH:5][C:6]2([CH2:9][O:10][C:11]3[CH:20]=[C:19]4[C:14]([C:15]([O:21][C:22]5[CH:23]=[C:24]6[C:29](=[CH:30][CH:31]=5)[C:28]([C:32]([NH:34][CH3:35])=[O:33])=[CH:27][CH:26]=[CH:25]6)=[CH:16][CH:17]=[N:18]4)=[CH:13][C:12]=3[O:36][CH3:37])[CH2:8][CH2:7]2)[CH2:3][CH2:2]1.C=O.[BH-](OC(C)=O)(OC(C)=O)O[C:42](C)=O.[Na+], predict the reaction product. The product is: [CH:1]1([CH2:4][N:5]([CH3:42])[C:6]2([CH2:9][O:10][C:11]3[CH:20]=[C:19]4[C:14]([C:15]([O:21][C:22]5[CH:23]=[C:24]6[C:29](=[CH:30][CH:31]=5)[C:28]([C:32]([NH:34][CH3:35])=[O:33])=[CH:27][CH:26]=[CH:25]6)=[CH:16][CH:17]=[N:18]4)=[CH:13][C:12]=3[O:36][CH3:37])[CH2:7][CH2:8]2)[CH2:3][CH2:2]1. (3) The product is: [F:34][C:7]1[CH:8]=[C:9]([CH:32]=[CH:33][C:6]=1[O:5][CH2:4][CH:3]=[O:2])[CH2:10][N:11]1[CH2:12][CH2:13][CH:14]([NH:17][C:18]([C:20]2[O:21][C:22]3[C:27]([C:28](=[O:30])[CH:29]=2)=[CH:26][CH:25]=[C:24]([F:31])[CH:23]=3)=[O:19])[CH2:15][CH2:16]1. Given the reactants C[O:2][CH:3](OC)[CH2:4][O:5][C:6]1[CH:33]=[CH:32][C:9]([CH2:10][N:11]2[CH2:16][CH2:15][CH:14]([NH:17][C:18]([C:20]3[O:21][C:22]4[C:27]([C:28](=[O:30])[CH:29]=3)=[CH:26][CH:25]=[C:24]([F:31])[CH:23]=4)=[O:19])[CH2:13][CH2:12]2)=[CH:8][C:7]=1[F:34].Cl, predict the reaction product. (4) Given the reactants C(Cl)Cl.Cl[CH2:5][C@H:6]([OH:9])[CH2:7][OH:8].[O-]P([O-])([O-])=O.[K+].[K+].[K+].[C:18](Cl)(=[O:22])[CH2:19][CH2:20][CH3:21], predict the reaction product. The product is: [C:18]([O:8][CH2:7][C@H:6]1[O:9][CH2:5]1)(=[O:22])[CH2:19][CH2:20][CH3:21]. (5) Given the reactants [NH2:1][C:2]1[N:11]=[C:10]2[C:5]([C:6]([NH:24][C@H:25]([CH3:28])[CH2:26][OH:27])=[N:7][C:8]([S:12]([CH2:15][C:16]3C=[CH:20][CH:19]=[C:18](F)[C:17]=3F)(=O)=O)=[N:9]2)=[N:4][CH:3]=1.CC1[O:34]C(CS)=CC=1.CC(C)([O-])C.[K+], predict the reaction product. The product is: [NH2:1][C:2]1[N:11]=[C:10]2[C:5]([C:6]([NH:24][C@H:25]([CH3:28])[CH2:26][OH:27])=[N:7][C:8]([S:12][CH2:15][C:16]3[O:34][C:19]([CH3:20])=[CH:18][CH:17]=3)=[N:9]2)=[N:4][CH:3]=1. (6) Given the reactants C([O:8][N:9]1[C:21]2[C:20]3[CH:19]=[CH:18][CH:17]=[CH:16][C:15]=3[N:14]=[CH:13][C:12]=2[N:11]=[CH:10]1)C1C=CC=CC=1.C([O:29][N:30]1[C:42]2[C:41]3[N:40]=[CH:39][CH:38]=[CH:37][C:36]=3[N:35]=[CH:34][C:33]=2[N:32]=[CH:31]1)C1C=CC=CC=1, predict the reaction product. The product is: [NH:9]1[C:21]2[C:20]3[CH:19]=[CH:18][CH:17]=[CH:16][C:15]=3[N:14]=[CH:13][C:12]=2[N:11]=[C:10]1[OH:29].[NH:30]1[C:42]2[C:41]3[N:40]=[CH:39][CH:38]=[CH:37][C:36]=3[N:35]=[CH:34][C:33]=2[N:32]=[C:31]1[OH:8]. (7) Given the reactants [CH3:1][C:2]1[CH:7]=[C:6]([O:8][CH2:9][CH2:10][CH2:11][N:12]2[CH2:16][CH2:15][CH2:14][C:13]2=[O:17])[CH:5]=[C:4]([CH3:18])[C:3]=1[C:19]1[CH:24]=[CH:23][CH:22]=[C:21]([CH2:25][NH:26][C:27]2[CH:32]=[CH:31][C:30]([CH2:33][CH2:34][C:35]([O:37]CC)=[O:36])=[C:29]([F:40])[CH:28]=2)[CH:20]=1.CO.[OH-].[Na+].Cl.[C:46]1([S:52]([OH:55])(=[O:54])=[O:53])[CH:51]=[CH:50][CH:49]=[CH:48][CH:47]=1, predict the reaction product. The product is: [C:46]1([S:52]([OH:55])(=[O:54])=[O:53])[CH:51]=[CH:50][CH:49]=[CH:48][CH:47]=1.[CH3:18][C:4]1[CH:5]=[C:6]([O:8][CH2:9][CH2:10][CH2:11][N:12]2[CH2:16][CH2:15][CH2:14][C:13]2=[O:17])[CH:7]=[C:2]([CH3:1])[C:3]=1[C:19]1[CH:24]=[CH:23][CH:22]=[C:21]([CH2:25][NH:26][C:27]2[CH:32]=[CH:31][C:30]([CH2:33][CH2:34][C:35]([OH:37])=[O:36])=[C:29]([F:40])[CH:28]=2)[CH:20]=1.